From a dataset of Catalyst prediction with 721,799 reactions and 888 catalyst types from USPTO. Predict which catalyst facilitates the given reaction. (1) Reactant: [C:1]([O:5][C@@H:6]([C:12]1[C:13]([CH3:44])=[N:14][C:15]([CH3:43])=[C:16]([C:26]2[CH:31]=[CH:30][C:29]([O:32][CH2:33][CH2:34][C:35]3[CH:40]=[CH:39][C:38]([O:41][CH3:42])=[CH:37][CH:36]=3)=[CH:28][CH:27]=2)[C:17]=1[N:18]1[CH2:23][CH2:22][C:21]([CH3:25])([CH3:24])[CH2:20][CH2:19]1)[C:7]([O:9]CC)=[O:8])([CH3:4])([CH3:3])[CH3:2].[OH-].[Na+]. Product: [C:1]([O:5][C@@H:6]([C:12]1[C:13]([CH3:44])=[N:14][C:15]([CH3:43])=[C:16]([C:26]2[CH:27]=[CH:28][C:29]([O:32][CH2:33][CH2:34][C:35]3[CH:36]=[CH:37][C:38]([O:41][CH3:42])=[CH:39][CH:40]=3)=[CH:30][CH:31]=2)[C:17]=1[N:18]1[CH2:19][CH2:20][C:21]([CH3:24])([CH3:25])[CH2:22][CH2:23]1)[C:7]([OH:9])=[O:8])([CH3:4])([CH3:3])[CH3:2]. The catalyst class is: 14. (2) Product: [C:1]([C:5]1[CH:10]=[C:9]([OH:11])[CH:8]=[C:7]([B:13]2[O:14][C:15]([CH3:21])([CH3:20])[C:16]([CH3:19])([CH3:18])[O:17]2)[CH:6]=1)([CH3:4])([CH3:2])[CH3:3]. The catalyst class is: 2. Reactant: [C:1]([C:5]1[CH:6]=[C:7]([B:13]2[O:17][C:16]([CH3:19])([CH3:18])[C:15]([CH3:21])([CH3:20])[O:14]2)[CH:8]=[C:9]([O:11]C)[CH:10]=1)([CH3:4])([CH3:3])[CH3:2].B(Br)(Br)Br. (3) Reactant: [O:1]1[C:5]2[CH:6]=[CH:7][CH:8]=[CH:9][C:4]=2[N:3]=[C:2]1[NH:10][CH2:11][CH2:12][NH:13][C:14](=[O:27])[C@@H:15]([NH:19]C(=O)OC(C)(C)C)[CH2:16][C:17]#[CH:18].[ClH:28]. Product: [ClH:28].[NH2:19][C@@H:15]([CH2:16][C:17]#[CH:18])[C:14]([NH:13][CH2:12][CH2:11][NH:10][C:2]1[O:1][C:5]2[CH:6]=[CH:7][CH:8]=[CH:9][C:4]=2[N:3]=1)=[O:27]. The catalyst class is: 12. (4) The catalyst class is: 9. Reactant: [H-].[Na+].[F:3][C:4]1[CH:9]=[C:8]([F:10])[C:7]([F:11])=[CH:6][C:5]=1[OH:12].[CH:13]([O:16][C:17]([N:19]1[CH2:24][CH2:23][CH:22]([N:25]2[C:29]3=[N:30][CH:31]=[N:32][C:33](Cl)=[C:28]3[C:27]([CH3:35])=[N:26]2)[CH2:21][CH2:20]1)=[O:18])([CH3:15])[CH3:14].[Cl-].[NH4+]. Product: [CH:13]([O:16][C:17]([N:19]1[CH2:24][CH2:23][CH:22]([N:25]2[C:29]3=[N:30][CH:31]=[N:32][C:33]([O:12][C:5]4[CH:6]=[C:7]([F:11])[C:8]([F:10])=[CH:9][C:4]=4[F:3])=[C:28]3[C:27]([CH3:35])=[N:26]2)[CH2:21][CH2:20]1)=[O:18])([CH3:15])[CH3:14]. (5) Reactant: CS(O[CH2:6][CH:7]1[CH2:12][CH2:11][C:10]2([C:16]3[CH:17]=[CH:18][CH:19]=[CH:20][C:15]=3[CH2:14][O:13]2)[CH2:9][CH2:8]1)(=O)=O.[N-:21]=[N+:22]=[N-:23].[Na+]. Product: [C:10]12([C:16]3[CH:17]=[CH:18][CH:19]=[CH:20][C:15]=3[CH2:14][O:13]1)[CH2:11][CH2:12][CH:7]([CH2:6][N:21]=[N+:22]=[N-:23])[CH2:8][CH2:9]2. The catalyst class is: 31. (6) Reactant: [CH3:1][O:2][C:3]1[CH:8]=[CH:7][CH:6]=[CH:5][C:4]=1[C:9]1[N:14]=[CH:13][N:12]=[C:11]([NH2:15])[CH:10]=1.CCN(CC)CC.[CH3:23][C:24]([CH3:29])([CH3:28])[C:25](Cl)=[O:26]. Product: [CH3:1][O:2][C:3]1[CH:8]=[CH:7][CH:6]=[CH:5][C:4]=1[C:9]1[N:14]=[CH:13][N:12]=[C:11]([NH:15][C:25](=[O:26])[C:24]([CH3:29])([CH3:28])[CH3:23])[CH:10]=1. The catalyst class is: 56. (7) Reactant: [C:1]([C:3]1[C:4]([C:29](O)=[O:30])=[CH:5][C:6]([N:9]2[CH2:14][CH2:13][CH:12]([N:15]3[CH2:21][CH2:20][C:19]4[CH:22]=[C:23]([O:26][CH3:27])[CH:24]=[CH:25][C:18]=4[NH:17][C:16]3=[O:28])[CH2:11][CH2:10]2)=[N:7][CH:8]=1)#[N:2].[NH:32]1[C:40]2[C:35](=[CH:36][CH:37]=[CH:38][CH:39]=2)[CH2:34][CH2:33]1.CN(C(ON1N=NC2C=CC=CC1=2)=[N+](C)C)C.[B-](F)(F)(F)F. Product: [N:32]1([C:29]([C:4]2[C:3]([C:1]#[N:2])=[CH:8][N:7]=[C:6]([N:9]3[CH2:14][CH2:13][CH:12]([N:15]4[CH2:21][CH2:20][C:19]5[CH:22]=[C:23]([O:26][CH3:27])[CH:24]=[CH:25][C:18]=5[NH:17][C:16]4=[O:28])[CH2:11][CH2:10]3)[CH:5]=2)=[O:30])[C:40]2[C:35](=[CH:36][CH:37]=[CH:38][CH:39]=2)[CH2:34][CH2:33]1. The catalyst class is: 3. (8) Reactant: [Cl:1][C:2]1[CH:7]=[C:6]([OH:8])[CH:5]=[CH:4][C:3]=1[CH:9]([CH3:24])[C:10]([C:16]1[CH:17]=[CH:18][C:19](=[O:23])[N:20]([CH3:22])[CH:21]=1)([OH:15])[C:11]([F:14])([F:13])[F:12].[F:25][C:26]1[CH:31]=[CH:30][C:29](B(O)O)=[CH:28][C:27]=1[O:35][CH3:36].N1C=CC=CC=1. Product: [Cl:1][C:2]1[CH:7]=[C:6]([O:8][C:29]2[CH:30]=[CH:31][C:26]([F:25])=[C:27]([O:35][CH3:36])[CH:28]=2)[CH:5]=[CH:4][C:3]=1[CH:9]([CH3:24])[C:10]([C:16]1[CH:17]=[CH:18][C:19](=[O:23])[N:20]([CH3:22])[CH:21]=1)([OH:15])[C:11]([F:13])([F:14])[F:12]. The catalyst class is: 302. (9) Reactant: [C:1]([O:5][C:6](=[O:24])[NH:7][CH2:8][CH2:9][CH2:10][C@H:11]([NH:16][C:17]([O:19][C:20]([CH3:23])([CH3:22])[CH3:21])=[O:18])[CH2:12][N:13]=[N+]=[N-])([CH3:4])([CH3:3])[CH3:2]. Product: [NH2:13][CH2:12][C@@H:11]([NH:16][C:17]([O:19][C:20]([CH3:23])([CH3:22])[CH3:21])=[O:18])[CH2:10][CH2:9][CH2:8][NH:7][C:6](=[O:24])[O:5][C:1]([CH3:4])([CH3:3])[CH3:2]. The catalyst class is: 29. (10) Reactant: O1CCCC1.[C:6]([C:8]1[CH:9]=[C:10]([S:15](Cl)(=[O:17])=[O:16])[CH:11]=[CH:12][C:13]=1[F:14])#[N:7].C(N(CC)CC)C.[N:26]1[CH:31]=[CH:30][CH:29]=[CH:28][C:27]=1[CH2:32][NH2:33]. Product: [C:6]([C:8]1[CH:9]=[C:10]([S:15]([NH:33][CH2:32][C:27]2[CH:28]=[CH:29][CH:30]=[CH:31][N:26]=2)(=[O:17])=[O:16])[CH:11]=[CH:12][C:13]=1[F:14])#[N:7]. The catalyst class is: 13.